Dataset: Forward reaction prediction with 1.9M reactions from USPTO patents (1976-2016). Task: Predict the product of the given reaction. (1) Given the reactants [Cl:1][C:2]1[CH:3]=[C:4]([CH:7]=[C:8]([N:10]2[CH:17]([C:18]3[CH:23]=[CH:22][C:21]([Cl:24])=[CH:20][C:19]=3[CH3:25])[C:16]3[C:12](=[N:13][N:14]([C:29]4[CH:34]=[CH:33][CH:32]=[CH:31][C:30]=4[O:35][CH3:36])[C:15]=3[CH:26]([CH3:28])[CH3:27])[C:11]2=[O:37])[CH:9]=1)[C:5]#[N:6].Cl.[OH2:39], predict the reaction product. The product is: [Cl:1][C:2]1[CH:3]=[C:4]([CH:7]=[C:8]([N:10]2[CH:17]([C:18]3[CH:23]=[CH:22][C:21]([Cl:24])=[CH:20][C:19]=3[CH3:25])[C:16]3[C:12](=[N:13][N:14]([C:29]4[CH:34]=[CH:33][CH:32]=[CH:31][C:30]=4[O:35][CH3:36])[C:15]=3[CH:26]([CH3:28])[CH3:27])[C:11]2=[O:37])[CH:9]=1)[C:5]([NH2:6])=[O:39]. (2) Given the reactants [CH2:1]([O:3][C:4](=[O:24])[C:5]([NH:9][C:10]([C:12]1[CH:21]=[C:20]([Cl:22])[C:19]2[C:14](=[CH:15][CH:16]=[CH:17][CH:18]=2)[C:13]=1[OH:23])=[O:11])([CH3:8])[CH2:6][CH3:7])[CH3:2].[C:25]([O:29][C:30]([N:32]1[CH2:37][CH2:36][CH:35]([CH2:38]O)[CH2:34][CH2:33]1)=[O:31])([CH3:28])([CH3:27])[CH3:26].C1(P(C2C=CC=CC=2)C2C=CC=CC=2)C=CC=CC=1.CC(OC(/N=N/C(OC(C)C)=O)=O)C, predict the reaction product. The product is: [C:25]([O:29][C:30]([N:32]1[CH2:37][CH2:36][CH:35]([CH2:38][O:23][C:13]2[C:14]3[C:19](=[CH:18][CH:17]=[CH:16][CH:15]=3)[C:20]([Cl:22])=[CH:21][C:12]=2[C:10](=[O:11])[NH:9][C:5]([C:4]([O:3][CH2:1][CH3:2])=[O:24])([CH3:8])[CH2:6][CH3:7])[CH2:34][CH2:33]1)=[O:31])([CH3:28])([CH3:26])[CH3:27].